This data is from In vitro SARS-CoV-2 activity screen of 1,480 approved drugs from Prestwick library. The task is: Binary Classification. Given a drug SMILES string, predict its activity (active/inactive) in a high-throughput screening assay against a specified biological target. (1) The drug is O.O=C(O)C(O)C(O)C(=O)O.O=C(c1ccc(F)cc1)C1CCN(CCn2c(=O)[nH]c3ccccc3c2=O)CC1. The result is 0 (inactive). (2) The drug is O=C(NCCO[N+](=O)[O-])c1cccnc1. The result is 0 (inactive). (3) The compound is CC(CN(C)C)CN1c2ccccc2CCc2ccccc21.O=C(O)/C=C\C(=O)O. The result is 0 (inactive).